From a dataset of Catalyst prediction with 721,799 reactions and 888 catalyst types from USPTO. Predict which catalyst facilitates the given reaction. (1) Reactant: [C:1]([O:5][C:6](=[O:26])[NH:7][C@@H:8]1[C@H:13]([OH:14])[C@H:12]([CH2:15][C:16]2[CH:21]=[CH:20][C:19]([N+:22]([O-:24])=[O:23])=[C:18]([F:25])[CH:17]=2)[CH2:11]S[CH2:9]1)([CH3:4])([CH3:3])[CH3:2].O[O:28][S:29]([O-:31])=O.[K+].CC([O-])=O.[Na+].S(S([O-])=O)([O-])(=O)=O.[Na+].[Na+]. Product: [C:1]([O:5][C:6](=[O:26])[NH:7][C@@H:8]1[C@@H:13]([OH:14])[C@H:12]([CH2:15][C:16]2[CH:21]=[CH:20][C:19]([N+:22]([O-:24])=[O:23])=[C:18]([F:25])[CH:17]=2)[CH2:11][S:29](=[O:31])(=[O:28])[CH2:9]1)([CH3:3])([CH3:4])[CH3:2]. The catalyst class is: 20. (2) Reactant: [Br:1][C:2]1[CH:3]=[C:4]2[C:8](=[CH:9][CH:10]=1)[NH:7][C:6]([C:11]([N:13]1[CH2:18][CH2:17][N:16]([CH3:19])[CH2:15][CH2:14]1)=[O:12])=[CH:5]2.[Cl:20]N1C(=O)CCC1=O. Product: [Br:1][C:2]1[CH:3]=[C:4]2[C:8](=[CH:9][CH:10]=1)[NH:7][C:6]([C:11]([N:13]1[CH2:18][CH2:17][N:16]([CH3:19])[CH2:15][CH2:14]1)=[O:12])=[C:5]2[Cl:20]. The catalyst class is: 363. (3) Reactant: CC(C)([O-])C.[K+].S([CH2:17][N+:18]#[C-])(C1C=CC(C)=CC=1)(=O)=O.C(O)(C)C.[C:24]([O:28][C:29]([N:31]1[C@H:36]2[CH:37]=[CH:38][C@@H:32]1[CH2:33][C:34](=O)[CH2:35]2)=[O:30])([CH3:27])([CH3:26])[CH3:25]. Product: [C:24]([O:28][C:29]([N:31]1[C@H:36]2[CH:37]=[CH:38][C@@H:32]1[CH2:33][CH:34]([C:17]#[N:18])[CH2:35]2)=[O:30])([CH3:27])([CH3:26])[CH3:25]. The catalyst class is: 843. (4) Reactant: [Cl:1][C:2]1[CH:3]=[CH:4][C:5]2[CH:15](Cl)[C:10]3=[N:11][CH:12]=[CH:13][CH:14]=[C:9]3[CH2:8][CH2:7][C:6]=2[CH:17]=1.CCN(CC)CC.[NH:25]1[CH2:30][CH2:29][NH:28][CH2:27][CH2:26]1.[OH-].[Na+]. Product: [Cl:1][C:2]1[CH:3]=[CH:4][C:5]2[CH:15]([N:25]3[CH2:30][CH2:29][NH:28][CH2:27][CH2:26]3)[C:10]3=[N:11][CH:12]=[CH:13][CH:14]=[C:9]3[CH2:8][CH2:7][C:6]=2[CH:17]=1. The catalyst class is: 1. (5) Reactant: [Br:1][C:2]1[CH:3]=[C:4]([CH:17]=[CH:18][CH:19]=1)[O:5][N:6]1C(=O)C2C(=CC=CC=2)C1=O.O.NN.C(Cl)(Cl)[Cl:24]. Product: [ClH:24].[Br:1][C:2]1[CH:3]=[C:4]([O:5][NH2:6])[CH:17]=[CH:18][CH:19]=1. The catalyst class is: 5. (6) Reactant: F[Sb-](F)(F)(F)(F)F.[CH2:8]1[CH:12]=[CH:11][CH:10]=[CH:9]1.[CH-:13]1[CH:17]=[CH:16][CH:15]=[CH:14]1.[Fe+2:18]. The catalyst class is: 5. Product: [CH2:11]1[CH:10]=[CH:9][CH:8]=[CH:12]1.[CH-:13]1[CH:17]=[CH:16][CH:15]=[CH:14]1.[Fe+2:18]. (7) Reactant: [CH2:1]([O:8][C:9]1[CH:14]=[CH:13][C:12]([C:15]2[C:20]([CH3:21])=[CH:19][C:18]([O:22][C@@H:23]3[CH2:27][CH2:26][O:25][CH2:24]3)=[CH:17][C:16]=2[CH3:28])=[CH:11][C:10]=1[CH2:29][OH:30])[C:2]1[CH:7]=[CH:6][CH:5]=[CH:4][CH:3]=1.O[C:32]1[CH:45]=[CH:44][C:35]2[C@H:36]([CH2:39][C:40]([O:42][CH3:43])=[O:41])[CH2:37][O:38][C:34]=2[CH:33]=1.C1(P(C2C=CC=CC=2)C2C=CC=CC=2)C=CC=CC=1.N(C(OC(C)C)=O)=NC(OC(C)C)=O. Product: [CH2:1]([O:8][C:9]1[CH:14]=[CH:13][C:12]([C:15]2[C:20]([CH3:21])=[CH:19][C:18]([O:22][C@@H:23]3[CH2:27][CH2:26][O:25][CH2:24]3)=[CH:17][C:16]=2[CH3:28])=[CH:11][C:10]=1[CH2:29][O:30][C:32]1[CH:45]=[CH:44][C:35]2[C@H:36]([CH2:39][C:40]([O:42][CH3:43])=[O:41])[CH2:37][O:38][C:34]=2[CH:33]=1)[C:2]1[CH:3]=[CH:4][CH:5]=[CH:6][CH:7]=1. The catalyst class is: 4.